From a dataset of Forward reaction prediction with 1.9M reactions from USPTO patents (1976-2016). Predict the product of the given reaction. (1) Given the reactants O[Li].[OH2:3].OO.[Cl:6][C:7]1[CH:12]=[CH:11][C:10]([CH:13]([CH:22]=[O:23])[CH2:14][N:15]([CH:19]([CH3:21])[CH3:20])[C:16](=[O:18])[O-:17])=[CH:9][CH:8]=1.[O-]S([O-])=O.[Na+].[Na+], predict the reaction product. The product is: [C:10]([O:18][C:16]([N:15]([CH:19]([CH3:21])[CH3:20])[CH2:14][C@H:13]([C:10]1[CH:11]=[CH:12][C:7]([Cl:6])=[CH:8][CH:9]=1)[C:22]([OH:3])=[O:23])=[O:17])([CH3:13])([CH3:11])[CH3:9]. (2) Given the reactants [N:1]([CH2:4][CH2:5][O:6][CH2:7][CH2:8][O:9][CH2:10][CH2:11][O:12][CH2:13][CH2:14][NH:15][C:16]([CH2:18][CH2:19][C@@H:20]([NH:28][C:29]([C:31]1[CH:36]=[CH:35][C:34]([N:37]([CH2:39][C:40]2[N:41]=[C:42]3[C:47](=[N:48][CH:49]=2)[N:46]=[C:45]([NH2:50])[N:44]=[C:43]3[NH2:51])[CH3:38])=[CH:33][CH:32]=1)=[O:30])[C:21]([O:23][C:24]([CH3:27])([CH3:26])[CH3:25])=[O:22])=[O:17])=[N+]=[N-].O.C1(P(C2C=CC=CC=2)C2C=CC=CC=2)C=CC=CC=1, predict the reaction product. The product is: [NH2:1][CH2:4][CH2:5][O:6][CH2:7][CH2:8][O:9][CH2:10][CH2:11][O:12][CH2:13][CH2:14][NH:15][C:16]([CH2:18][CH2:19][C@@H:20]([NH:28][C:29]([C:31]1[CH:36]=[CH:35][C:34]([N:37]([CH2:39][C:40]2[N:41]=[C:42]3[C:47](=[N:48][CH:49]=2)[N:46]=[C:45]([NH2:50])[N:44]=[C:43]3[NH2:51])[CH3:38])=[CH:33][CH:32]=1)=[O:30])[C:21]([O:23][C:24]([CH3:27])([CH3:25])[CH3:26])=[O:22])=[O:17]. (3) Given the reactants Cl[C:2]1[N:11]=[C:10]([N:12]([C:14]2[CH:19]=[CH:18][C:17]([O:20][CH3:21])=[CH:16][CH:15]=2)[CH3:13])[C:9]2[C:4](=[CH:5][CH:6]=[CH:7][CH:8]=2)[N:3]=1.[CH3:22][S-:23].[Na+], predict the reaction product. The product is: [CH3:22][S:23][C:2]1[N:11]=[C:10]([N:12]([C:14]2[CH:19]=[CH:18][C:17]([O:20][CH3:21])=[CH:16][CH:15]=2)[CH3:13])[C:9]2[C:4](=[CH:5][CH:6]=[CH:7][CH:8]=2)[N:3]=1. (4) Given the reactants [Br:1][C:2]1[CH:3]=[C:4]([C:9]([C:11]2[CH:16]=[C:15]([Br:17])[CH:14]=[C:13]([Br:18])[CH:12]=2)=[O:10])[CH:5]=[C:6]([Br:8])[CH:7]=1.Cl[CH2:20][CH2:21][OH:22].CC(C)([O-])C.[K+], predict the reaction product. The product is: [Br:1][C:2]1[CH:3]=[C:4]([C:9]2([C:11]3[CH:16]=[C:15]([Br:17])[CH:14]=[C:13]([Br:18])[CH:12]=3)[O:22][CH2:21][CH2:20][O:10]2)[CH:5]=[C:6]([Br:8])[CH:7]=1.